Task: Predict the reactants needed to synthesize the given product.. Dataset: Full USPTO retrosynthesis dataset with 1.9M reactions from patents (1976-2016) (1) Given the product [N+:13]([C:9]1[CH:10]=[C:11]2[C:6](=[CH:7][CH:8]=1)[NH:5][C:3](=[O:4])[CH2:2][CH2:1]2)([O-:15])=[O:14], predict the reactants needed to synthesize it. The reactants are: [CH2:1]1[C:11]2[C:6](=[CH:7][CH:8]=[CH:9][CH:10]=2)[NH:5][C:3](=[O:4])[CH2:2]1.O.[N+:13]([O-])([OH:15])=[O:14]. (2) Given the product [CH3:14][C:15]1[C:16]([C:2]2[CH:7]=[CH:6][C:5]([C:8]3[O:9][C:10]([CH3:13])=[N:11][N:12]=3)=[CH:4][CH:3]=2)=[CH:17][C:18]([NH:21][C:22]([C:24]2[CH:28]=[CH:27][O:26][CH:25]=2)=[O:23])=[CH:19][CH:20]=1, predict the reactants needed to synthesize it. The reactants are: I[C:2]1[CH:7]=[CH:6][C:5]([C:8]2[O:9][C:10]([CH3:13])=[N:11][N:12]=2)=[CH:4][CH:3]=1.[CH3:14][C:15]1[CH:20]=[CH:19][C:18]([NH:21][C:22]([C:24]2[CH:28]=[CH:27][O:26][CH:25]=2)=[O:23])=[CH:17][C:16]=1B1OC(C)(C)C(C)(C)O1.